This data is from Full USPTO retrosynthesis dataset with 1.9M reactions from patents (1976-2016). The task is: Predict the reactants needed to synthesize the given product. Given the product [Cl:21][C:11]1[CH:12]=[C:13]2[C:8](=[C:9]([Cl:22])[CH:10]=1)[N:7]=[C:6]([N:28]1[CH2:29][CH2:30][C:25]([F:31])([F:24])[CH2:26][CH2:27]1)[C:5]([C:3]([OH:2])=[O:4])=[C:14]2[C:15]1[CH:16]=[CH:17][CH:18]=[CH:19][CH:20]=1, predict the reactants needed to synthesize it. The reactants are: C[O:2][C:3]([C:5]1[C:6](Cl)=[N:7][C:8]2[C:13]([C:14]=1[C:15]1[CH:20]=[CH:19][CH:18]=[CH:17][CH:16]=1)=[CH:12][C:11]([Cl:21])=[CH:10][C:9]=2[Cl:22])=[O:4].[F:24][C:25]1([F:31])[CH2:30][CH2:29][NH:28][CH2:27][CH2:26]1.